This data is from Peptide-MHC class II binding affinity with 134,281 pairs from IEDB. The task is: Regression. Given a peptide amino acid sequence and an MHC pseudo amino acid sequence, predict their binding affinity value. This is MHC class II binding data. (1) The binding affinity (normalized) is 0.419. The peptide sequence is GEIYKRWIILGLNKI. The MHC is DRB1_0901 with pseudo-sequence DRB1_0901. (2) The peptide sequence is DPHLPTLLLGSSGSGGDDDDPHGPVQLSYYD. The MHC is DRB1_0701 with pseudo-sequence DRB1_0701. The binding affinity (normalized) is 0. (3) The peptide sequence is LKDEAYFAANAAAQA. The MHC is DRB1_0405 with pseudo-sequence DRB1_0405. The binding affinity (normalized) is 0.584. (4) The peptide sequence is SVLLVVVLFAVFLGS. The MHC is DRB1_0301 with pseudo-sequence DRB1_0301. The binding affinity (normalized) is 0. (5) The MHC is DRB4_0101 with pseudo-sequence DRB4_0103. The peptide sequence is GLLYTVKYPNLSDLD. The binding affinity (normalized) is 0.228.